From a dataset of Catalyst prediction with 721,799 reactions and 888 catalyst types from USPTO. Predict which catalyst facilitates the given reaction. (1) Reactant: C([O:14][C:15]([C:17]1([O:20]/[N:21]=[C:22](/[C:42]2[N:43]=[C:44]([NH:47]C(OC(C)(C)C)=O)[S:45][CH:46]=2)\[C:23]([NH:25][C@H:26]2[C@@H:29]([CH2:30][N:31]3[CH2:35][CH2:34][NH:33][C:32]3=[O:36])[N:28]([S:37]([OH:40])(=[O:39])=[O:38])[C:27]2=[O:41])=[O:24])[CH2:19][CH2:18]1)=[O:16])(C1C=CC=CC=1)C1C=CC=CC=1.C(OC(C1(O/N=C(/C2N=C(NC(OC(C)(C)C)=O)SC=2)\C(N[C@H]2[C@@H](CN3CCNC(=O)N3)N(S(O)(=O)=O)C2=O)=O)CC1)=O)(C1C=CC=CC=1)C1C=CC=CC=1.C(O)(C(F)(F)F)=O. Product: [NH2:47][C:44]1[S:45][CH:46]=[C:42](/[C:22](=[N:21]/[O:20][C:17]2([C:15]([OH:16])=[O:14])[CH2:18][CH2:19]2)/[C:23](=[O:24])[NH:25][C@H:26]2[C@@H:29]([CH2:30][N:31]3[CH2:35][CH2:34][NH:33][C:32]3=[O:36])[N:28]([S:37]([OH:40])(=[O:39])=[O:38])[C:27]2=[O:41])[N:43]=1. The catalyst class is: 2. (2) Reactant: [F:1][C:2]1[CH:3]=[C:4]([CH2:9][C:10]([C:12]2[CH:17]=[CH:16][CH:15]=[CH:14][CH:13]=2)=O)[CH:5]=[CH:6][C:7]=1[F:8].[CH2:18]([O:20][C:21]1[CH:22]=[C:23]([CH:26]=[C:27]([N+:30]([O-:32])=[O:31])[C:28]=1[OH:29])[CH:24]=O)[CH3:19].[NH2:33][C:34]([NH2:36])=[O:35].Cl. Product: [F:1][C:2]1[CH:3]=[C:4]([C:9]2[CH:24]([C:23]3[CH:26]=[C:27]([N+:30]([O-:32])=[O:31])[C:28]([OH:29])=[C:21]([O:20][CH2:18][CH3:19])[CH:22]=3)[NH:33][C:34](=[O:35])[NH:36][C:10]=2[C:12]2[CH:17]=[CH:16][CH:15]=[CH:14][CH:13]=2)[CH:5]=[CH:6][C:7]=1[F:8]. The catalyst class is: 8. (3) Reactant: [OH:1][C:2]1[CH:7]=[CH:6][C:5]([N+:8]([O-:10])=[O:9])=[CH:4][C:3]=1[C:11](=[O:14])[CH2:12][CH3:13].[H-].[Na+].[CH2:17](I)[C:18]([CH3:21])([CH3:20])[CH3:19].O. Product: [CH2:17]([O:1][C:2]1[CH:7]=[CH:6][C:5]([N+:8]([O-:10])=[O:9])=[CH:4][C:3]=1[C:11](=[O:14])[CH2:12][CH3:13])[C:18]([CH3:21])([CH3:20])[CH3:19]. The catalyst class is: 3. (4) Reactant: [C:1]1([CH:7]([N:14]([CH3:27])[CH2:15][C@@H:16]([N:18](C)[C:19](=O)OC(C)(C)C)[CH3:17])[C:8]2[CH:13]=[CH:12][CH:11]=[CH:10][CH:9]=2)[CH:6]=[CH:5][CH:4]=[CH:3][CH:2]=1.[ClH:28]. Product: [ClH:28].[ClH:28].[CH3:27][N:14]([CH:7]([C:8]1[CH:13]=[CH:12][CH:11]=[CH:10][CH:9]=1)[C:1]1[CH:2]=[CH:3][CH:4]=[CH:5][CH:6]=1)[CH2:15][C@@H:16]([NH:18][CH3:19])[CH3:17]. The catalyst class is: 12. (5) Reactant: [CH3:1][NH:2][CH2:3][C:4]1[CH:9]=[C:8]([N+:10]([O-:12])=[O:11])[CH:7]=[CH:6][C:5]=1[N:13]1[CH2:18][CH2:17][O:16][CH2:15][CH2:14]1.C(N(CC)CC)C.[CH3:26][C:27]([O:30][C:31](O[C:31]([O:30][C:27]([CH3:29])([CH3:28])[CH3:26])=[O:32])=[O:32])([CH3:29])[CH3:28].O. Product: [CH3:1][N:2]([CH2:3][C:4]1[CH:9]=[C:8]([N+:10]([O-:12])=[O:11])[CH:7]=[CH:6][C:5]=1[N:13]1[CH2:18][CH2:17][O:16][CH2:15][CH2:14]1)[C:31](=[O:32])[O:30][C:27]([CH3:29])([CH3:28])[CH3:26]. The catalyst class is: 1. (6) Reactant: CCN(C(C)C)C(C)C.[Br:10][C:11]1[CH:16]=[C:15]([CH:17]2[O:21][CH2:20][CH2:19][O:18]2)[CH:14]=[CH:13][C:12]=1[OH:22].[CH3:23][O:24][CH:25](Cl)Cl. Product: [Br:10][C:11]1[CH:16]=[C:15]([CH:17]2[O:18][CH2:19][CH2:20][O:21]2)[CH:14]=[CH:13][C:12]=1[O:22][CH2:23][O:24][CH3:25]. The catalyst class is: 2. (7) Reactant: [Cl:1][C:2]1[CH:3]=[C:4]([C:10]2[C:11]([CH3:30])=[N:12][N:13]([CH2:16][C:17]3[CH:22]=[CH:21][C:20]([NH:23][S:24]([CH:27]([CH3:29])[CH3:28])(=[O:26])=[O:25])=[CH:19][CH:18]=3)[C:14]=2[CH3:15])[CH:5]=[CH:6][C:7]=1[C:8]#[N:9].[H-].[Na+].[CH3:33]I.[Cl-].[NH4+]. Product: [Cl:1][C:2]1[CH:3]=[C:4]([C:10]2[C:11]([CH3:30])=[N:12][N:13]([CH2:16][C:17]3[CH:22]=[CH:21][C:20]([N:23]([CH3:33])[S:24]([CH:27]([CH3:28])[CH3:29])(=[O:26])=[O:25])=[CH:19][CH:18]=3)[C:14]=2[CH3:15])[CH:5]=[CH:6][C:7]=1[C:8]#[N:9]. The catalyst class is: 3.